Dataset: Full USPTO retrosynthesis dataset with 1.9M reactions from patents (1976-2016). Task: Predict the reactants needed to synthesize the given product. (1) Given the product [CH3:24][O:25][C:26]1[CH:31]=[CH:30][C:29]([CH2:32][N:33]([CH3:34])[C:13]2[CH:12]=[C:11]3[C:16]([CH:17]=[C:8]([C:6]4[CH:7]=[C:2]([NH2:1])[C:3]([F:23])=[CH:4][C:5]=4[Cl:22])[C:9](=[O:21])[N:10]3[CH2:19][CH3:20])=[CH:15][N:14]=2)=[CH:28][CH:27]=1, predict the reactants needed to synthesize it. The reactants are: [NH2:1][C:2]1[C:3]([F:23])=[CH:4][C:5]([Cl:22])=[C:6]([C:8]2[C:9](=[O:21])[N:10]([CH2:19][CH3:20])[C:11]3[C:16]([CH:17]=2)=[CH:15][N:14]=[C:13](Cl)[CH:12]=3)[CH:7]=1.[CH3:24][O:25][C:26]1[CH:31]=[CH:30][C:29]([CH2:32][NH:33][CH3:34])=[CH:28][CH:27]=1. (2) Given the product [OH:33][CH2:32][CH2:34][NH:35][C:4](=[O:31])[C:5]1[CH:10]=[CH:9][CH:8]=[C:7]([C:11]2[CH:16]=[CH:15][N:14]3[C:17]([C:20]4[CH:25]=[CH:24][CH:23]=[C:22]([N:26]5[CH:30]=[CH:29][CH:28]=[N:27]5)[CH:21]=4)=[CH:18][N:19]=[C:13]3[CH:12]=2)[CH:6]=1, predict the reactants needed to synthesize it. The reactants are: C(O[C:4](=[O:31])[C:5]1[CH:10]=[CH:9][CH:8]=[C:7]([C:11]2[CH:16]=[CH:15][N:14]3[C:17]([C:20]4[CH:25]=[CH:24][CH:23]=[C:22]([N:26]5[CH:30]=[CH:29][CH:28]=[N:27]5)[CH:21]=4)=[CH:18][N:19]=[C:13]3[CH:12]=2)[CH:6]=1)C.[CH2:32]([CH2:34][NH2:35])[OH:33].C([O-])([O-])=O.[K+].[K+]. (3) Given the product [CH:1]1([C:4]2[N:8]=[C:7]([C:9]3[C:10]4[CH2:18][CH2:17][CH2:16][CH2:15][C:11]=4[S:12][C:13]=3[N:14]=[C:19]=[O:20])[O:6][N:5]=2)[CH2:3][CH2:2]1, predict the reactants needed to synthesize it. The reactants are: [CH:1]1([C:4]2[N:8]=[C:7]([C:9]3[C:10]4[CH2:18][CH2:17][CH2:16][CH2:15][C:11]=4[S:12][C:13]=3[NH2:14])[O:6][N:5]=2)[CH2:3][CH2:2]1.[C:19](=O)(OC(Cl)(Cl)Cl)[O:20]C(Cl)(Cl)Cl. (4) Given the product [CH2:1]([N:8]([CH2:9][CH2:10][C:11]1[C:19]2[C:14](=[CH:15][CH:16]=[C:17]([F:20])[CH:18]=2)[NH:13][CH:12]=1)[CH2:21][CH2:22][CH3:23])[C:2]1[CH:3]=[CH:4][CH:5]=[CH:6][CH:7]=1, predict the reactants needed to synthesize it. The reactants are: [CH2:1]([NH:8][CH2:9][CH2:10][C:11]1[C:19]2[C:14](=[CH:15][CH:16]=[C:17]([F:20])[CH:18]=2)[NH:13][CH:12]=1)[C:2]1[CH:7]=[CH:6][CH:5]=[CH:4][CH:3]=1.[CH2:21](I)[CH2:22][CH3:23]. (5) The reactants are: [Br-].[N:2]1([CH2:7][CH2:8][P+](C2C=CC=CC=2)(C2C=CC=CC=2)C2C=CC=CC=2)[CH2:6][CH2:5][CH2:4][CH2:3]1.[C:28]1([CH3:49])[CH:33]=[CH:32][C:31]([C:34]([C:36]2[N:41]=[C:40](/C=C/C(OCC)=O)[CH:39]=[CH:38][CH:37]=2)=O)=[CH:30][CH:29]=1. Given the product [CH3:49][C:28]1[CH:33]=[CH:32][C:31](/[C:34](/[C:36]2[CH:37]=[CH:38][CH:39]=[CH:40][N:41]=2)=[CH:8]\[CH2:7][N:2]2[CH2:3][CH2:4][CH2:5][CH2:6]2)=[CH:30][CH:29]=1, predict the reactants needed to synthesize it. (6) Given the product [N+:10]([C:3]1[CH:4]=[C:5]([CH:8]=[CH:9][C:2]=1[O:21][C:16]1[CH:15]=[C:14]([F:13])[CH:19]=[C:18]([F:20])[CH:17]=1)[C:6]#[N:7])([O-:12])=[O:11], predict the reactants needed to synthesize it. The reactants are: Cl[C:2]1[CH:9]=[CH:8][C:5]([C:6]#[N:7])=[CH:4][C:3]=1[N+:10]([O-:12])=[O:11].[F:13][C:14]1[CH:15]=[C:16]([OH:21])[CH:17]=[C:18]([F:20])[CH:19]=1.